This data is from HIV replication inhibition screening data with 41,000+ compounds from the AIDS Antiviral Screen. The task is: Binary Classification. Given a drug SMILES string, predict its activity (active/inactive) in a high-throughput screening assay against a specified biological target. (1) The drug is CC1=C(O)C(=C(c2cc(C(=O)O)c(O)cc2O)c2cc(C(=O)O)c(O)c(C)c2O)C=C(C(=O)O)C1=O.N. The result is 1 (active). (2) The compound is COc1cc2c(oc(=O)c3cc4cc([Si](C)(C)C)oc4c(OC)c32)c2cccc(O)c12. The result is 0 (inactive). (3) The compound is Cc1ccc(S(=O)(=O)NN=C(c2nc3ccc(Cl)cc3nc2O)C(O)c2ccco2)cc1. The result is 0 (inactive). (4) The compound is O=[N+]([O-])c1cc(C(F)(F)F)ccc1S(=O)(=O)NC1CCCCC1NS(=O)(=O)c1ccc(C(F)(F)F)cc1[N+](=O)[O-]. The result is 0 (inactive). (5) The drug is O=c1[nH]c(=O)n(COCCO)cc1-c1ccccc1. The result is 0 (inactive). (6) The compound is FC(F)(F)c1cccc(N2NC(=S)N3C=CC=CC32)c1. The result is 0 (inactive). (7) The molecule is CCCCNC(=O)C1C2C=CC(O2)C1C(=O)O. The result is 0 (inactive).